Predict the reaction yield, written as a fraction of the theoretical maximum amount of product (1.0 means a 100% yield; for example, 0.34 means a 34% yield). From a dataset of Reaction yield outcomes from USPTO patents with 853,638 reactions. (1) The reactants are [NH2:1][C:2]1[CH:3]=[C:4]([OH:11])[C:5](=[CH:9][CH:10]=1)[C:6]([OH:8])=[O:7].[OH-].[Na+].C([O-])([O-])=O.[Na+].[Na+].[Cl:20][C:21]1[CH:26]=[CH:25][C:24]([C:27]2[CH:32]=[CH:31][C:30]([S:33]([O:36][CH2:37][C:38](Cl)=[O:39])(=[O:35])=[O:34])=[CH:29][CH:28]=2)=[CH:23][CH:22]=1. The yield is 0.350. The catalyst is O.C1COCC1.C(OCC)C. The product is [Cl:20][C:21]1[CH:22]=[CH:23][C:24]([C:27]2[CH:28]=[CH:29][C:30]([S:33]([O:36][CH2:37][C:38]([NH:1][C:2]3[CH:10]=[CH:9][C:5]([C:6]([OH:8])=[O:7])=[C:4]([OH:11])[CH:3]=3)=[O:39])(=[O:34])=[O:35])=[CH:31][CH:32]=2)=[CH:25][CH:26]=1. (2) The reactants are [Cl:1][C:2]1[C:3]([O:12][C:13]2[CH:18]=[C:17]([OH:19])[CH:16]=[CH:15][C:14]=2/[CH:20]=[CH:21]/[C:22]([O:24][CH2:25][CH3:26])=[O:23])=[N:4][CH:5]=[C:6]([C:8]([F:11])([F:10])[F:9])[CH:7]=1.C(=O)([O-])[O-].[K+].[K+].[I-].[Na+].[CH3:35][O:36][CH2:37][CH2:38][O:39][CH2:40][CH2:41][CH2:42]Br.[Cl-].[NH4+]. The catalyst is CN(C)C=O. The product is [Cl:1][C:2]1[C:3]([O:12][C:13]2[CH:18]=[C:17]([O:19][CH2:42][CH2:41][CH2:40][O:39][CH2:38][CH2:37][O:36][CH3:35])[CH:16]=[CH:15][C:14]=2/[CH:20]=[CH:21]/[C:22]([O:24][CH2:25][CH3:26])=[O:23])=[N:4][CH:5]=[C:6]([C:8]([F:9])([F:11])[F:10])[CH:7]=1. The yield is 0.800. (3) The reactants are [Cl:1][C:2]1[C:11]2[N:10]([CH3:12])[O:9][C@H:8]3[NH:13][C@H:14]([C:16]([O:18][C@@H:19]4[C@:28]5([OH:29])[C@@H:23]([C@H:24]([CH:31]([CH3:34])C=O)[CH2:25][CH2:26][C@H:27]5[CH3:30])[CH:22]=[C:21]([CH3:35])[C@H:20]4[O:36][C:37](=[O:39])[CH3:38])=[O:17])[CH2:15][C@@:7]3([OH:40])[C:6]=2[CH:5]=[CH:4][CH:3]=1.[C:41]([CH:46]=P(C1C=CC=CC=1)(C1C=CC=CC=1)C1C=CC=CC=1)([O:43][CH2:44][CH3:45])=[O:42].[C:66]1(C)C=CC=CC=1. No catalyst specified. The product is [Cl:1][C:2]1[C:11]2[N:10]([CH3:12])[O:9][C@H:8]3[NH:13][C@H:14]([C:16]([O:18][C@@H:19]4[C@:28]5([OH:29])[C@@H:23]([C@H:24]([CH:31]([CH3:34])[CH:66]=[CH:46][C:41]([O:43][CH2:44][CH3:45])=[O:42])[CH2:25][CH2:26][C@H:27]5[CH3:30])[CH:22]=[C:21]([CH3:35])[C@H:20]4[O:36][C:37](=[O:39])[CH3:38])=[O:17])[CH2:15][C@@:7]3([OH:40])[C:6]=2[CH:5]=[CH:4][CH:3]=1. The yield is 0.0600. (4) The reactants are [F:1][C:2]1[CH:3]=[CH:4][C:5]2[S:9][C:8]([S:10](Cl)(=[O:12])=[O:11])=[C:7]([CH3:14])[C:6]=2[CH:15]=1.[NH2:16][C:17]1[CH:18]=[C:19]([C:23]2[NH:27][N:26]=[N:25][N:24]=2)[CH:20]=[CH:21][CH:22]=1. No catalyst specified. The product is [F:1][C:2]1[CH:3]=[CH:4][C:5]2[S:9][C:8]([S:10]([NH:16][C:17]3[CH:22]=[CH:21][CH:20]=[C:19]([C:23]4[NH:27][N:26]=[N:25][N:24]=4)[CH:18]=3)(=[O:12])=[O:11])=[C:7]([CH3:14])[C:6]=2[CH:15]=1. The yield is 0.360. (5) The reactants are Br[C:2]1[N:6]=[CH:5][N:4]([C:7]2[CH:12]=[CH:11][C:10]([C:13]([F:16])([F:15])[F:14])=[CH:9][CH:8]=2)[N:3]=1.CC1(C)C(C)(C)OB([C:25]2[CH:31]=[CH:30][C:28]([NH2:29])=[CH:27][CH:26]=2)O1.C(=O)([O-])[O-].[K+].[K+]. The catalyst is COCCOC.O.[Pd].C1(P(C2C=CC=CC=2)C2C=CC=CC=2)C=CC=CC=1.C1(P(C2C=CC=CC=2)C2C=CC=CC=2)C=CC=CC=1.C1(P(C2C=CC=CC=2)C2C=CC=CC=2)C=CC=CC=1.C1(P(C2C=CC=CC=2)C2C=CC=CC=2)C=CC=CC=1. The yield is 0.680. The product is [F:14][C:13]([F:16])([F:15])[C:10]1[CH:11]=[CH:12][C:7]([N:4]2[CH:5]=[N:6][C:2]([C:25]3[CH:31]=[CH:30][C:28]([NH2:29])=[CH:27][CH:26]=3)=[N:3]2)=[CH:8][CH:9]=1. (6) The reactants are [F:1][C:2]([F:16])([O:6][C:7]1[CH:8]=[C:9]([CH:13]=[CH:14][CH:15]=1)[C:10]([OH:12])=O)[CH:3]([F:5])[F:4].C(Cl)(=O)C(Cl)=O.O1CCCC1.[NH2:28][C:29]1[CH:30]=[C:31]([CH:48]=[CH:49][CH:50]=1)[O:32][C:33]1[CH:34]=[CH:35][C:36]2[N:37]([CH:39]=[C:40]([NH:42][C:43]([CH:45]3[CH2:47][CH2:46]3)=[O:44])[N:41]=2)[N:38]=1. The catalyst is CN(C)C=O.CN1CCCC1=O. The product is [CH:45]1([C:43]([NH:42][C:40]2[N:41]=[C:36]3[CH:35]=[CH:34][C:33]([O:32][C:31]4[CH:30]=[C:29]([NH:28][C:10](=[O:12])[C:9]5[CH:13]=[CH:14][CH:15]=[C:7]([O:6][C:2]([F:1])([F:16])[CH:3]([F:4])[F:5])[CH:8]=5)[CH:50]=[CH:49][CH:48]=4)=[N:38][N:37]3[CH:39]=2)=[O:44])[CH2:46][CH2:47]1. The yield is 0.340. (7) The reactants are O.[OH-].[Li+].C[O:5][C:6](=[O:36])[CH2:7][C:8]1[C:17]([CH3:18])=[C:16]([C:19]2[CH:24]=[CH:23][C:22]([S:25]([C:28]3[CH:33]=[CH:32][CH:31]=[C:30]([Cl:34])[CH:29]=3)(=[O:27])=[O:26])=[CH:21][CH:20]=2)[C:15]2[C:10](=[CH:11][CH:12]=[C:13]([F:35])[CH:14]=2)[CH:9]=1. The catalyst is C1COCC1.O. The product is [Cl:34][C:30]1[CH:29]=[C:28]([S:25]([C:22]2[CH:21]=[CH:20][C:19]([C:16]3[C:15]4[C:10](=[CH:11][CH:12]=[C:13]([F:35])[CH:14]=4)[CH:9]=[C:8]([CH2:7][C:6]([OH:36])=[O:5])[C:17]=3[CH3:18])=[CH:24][CH:23]=2)(=[O:27])=[O:26])[CH:33]=[CH:32][CH:31]=1. The yield is 0.510.